This data is from Full USPTO retrosynthesis dataset with 1.9M reactions from patents (1976-2016). The task is: Predict the reactants needed to synthesize the given product. (1) Given the product [F:13][C:9]1[CH:8]=[C:7]([NH:6][C:4]2[C:3]3[C:2](=[CH:17][CH:16]=[C:15]([N+:18]([O-:20])=[O:19])[CH:14]=3)[NH:23][N:22]=2)[CH:12]=[CH:11][CH:10]=1, predict the reactants needed to synthesize it. The reactants are: F[C:2]1[CH:17]=[CH:16][C:15]([N+:18]([O-:20])=[O:19])=[CH:14][C:3]=1[C:4]([NH:6][C:7]1[CH:12]=[CH:11][CH:10]=[C:9]([F:13])[CH:8]=1)=O.O.[NH2:22][NH2:23]. (2) Given the product [NH2:22][C:23]1[C:24]([C:30]([NH:21][C:16]2[CH:17]=[N:18][CH:19]=[CH:20][C:15]=2[N:11]2[CH2:12][CH2:13][CH2:14][CH:9]([O:8][Si:1]([C:4]([CH3:7])([CH3:5])[CH3:6])([CH3:3])[CH3:2])[CH2:10]2)=[O:31])=[N:25][C:26]([Br:29])=[CH:27][CH:28]=1, predict the reactants needed to synthesize it. The reactants are: [Si:1]([O:8][CH:9]1[CH2:14][CH2:13][CH2:12][N:11]([C:15]2[CH:20]=[CH:19][N:18]=[CH:17][C:16]=2[NH2:21])[CH2:10]1)([C:4]([CH3:7])([CH3:6])[CH3:5])([CH3:3])[CH3:2].[NH2:22][C:23]1[C:24]([C:30](O)=[O:31])=[N:25][C:26]([Br:29])=[CH:27][CH:28]=1. (3) Given the product [NH2:1][C:2]1[C:10]([F:11])=[C:9]([Cl:12])[CH:8]=[CH:7][C:3]=1[C:4]([O:6][CH3:17])=[O:5], predict the reactants needed to synthesize it. The reactants are: [NH2:1][C:2]1[C:10]([F:11])=[C:9]([Cl:12])[CH:8]=[CH:7][C:3]=1[C:4]([OH:6])=[O:5].S(Cl)(Cl)=O.[CH3:17]O. (4) Given the product [Cl:17][C:11]1[C:10]([CH3:18])=[C:9]([C:6]2[CH:7]=[CH:8][N:4]([CH2:3][C@@H:2]([NH:1][C:26]([C:23]3[CH:22]=[C:21]([CH3:20])[O:25][N:24]=3)=[O:27])[CH3:19])[N:5]=2)[CH:16]=[CH:15][C:12]=1[C:13]#[N:14], predict the reactants needed to synthesize it. The reactants are: [NH2:1][C@@H:2]([CH3:19])[CH2:3][N:4]1[CH:8]=[CH:7][C:6]([C:9]2[CH:16]=[CH:15][C:12]([C:13]#[N:14])=[C:11]([Cl:17])[C:10]=2[CH3:18])=[N:5]1.[CH3:20][C:21]1[O:25][N:24]=[C:23]([C:26](O)=[O:27])[CH:22]=1.C1C=CC2N(O)N=NC=2C=1.CCN(C(C)C)C(C)C.CCN=C=NCCCN(C)C. (5) Given the product [O:32]=[C:31]1[NH:30][C:28](=[O:29])/[C:27](=[CH:1]/[C:3]2[O:11][C:10]3[C:9]([C:12]4[CH:13]=[C:14]([CH:24]=[CH:25][CH:26]=4)[O:15][C:16]4[CH:23]=[CH:22][CH:21]=[CH:20][C:17]=4[C:18]#[N:19])=[CH:8][N:7]=[CH:6][C:5]=3[CH:4]=2)/[S:33]1, predict the reactants needed to synthesize it. The reactants are: [CH:1]([C:3]1[O:11][C:10]2[C:9]([C:12]3[CH:13]=[C:14]([CH:24]=[CH:25][CH:26]=3)[O:15][C:16]3[CH:23]=[CH:22][CH:21]=[CH:20][C:17]=3[C:18]#[N:19])=[CH:8][N:7]=[CH:6][C:5]=2[CH:4]=1)=O.[CH2:27]1[S:33][C:31](=[O:32])[NH:30][C:28]1=[O:29].NCCC(O)=O. (6) Given the product [Cl:1][C:2]1[CH:15]=[CH:14][C:5]([C:6]([N:8]([CH3:13])[CH2:9][C:10]([OH:12])=[O:11])=[S:17])=[CH:4][CH:3]=1, predict the reactants needed to synthesize it. The reactants are: [Cl:1][C:2]1[CH:15]=[CH:14][C:5]([C:6]([N:8]([CH3:13])[CH2:9][C:10]([OH:12])=[O:11])=O)=[CH:4][CH:3]=1.P12(SP3(SP(SP(S3)(S1)=S)(=S)S2)=S)=[S:17]. (7) Given the product [CH3:37][N:38]1[C:34]([C:30]2[CH:29]=[CH:28][CH:27]=[C:26]3[C:31]=2[CH:32]=[CH:33][C:24]([CH3:23])=[N:25]3)=[N:41][NH:40][C:39]1=[S:42], predict the reactants needed to synthesize it. The reactants are: OC1C2N=NNC=2C=CC=1.Cl.CN(C)CCCN=C=NCC.[CH3:23][C:24]1[CH:33]=[CH:32][C:31]2[C:30]([C:34](O)=O)=[CH:29][CH:28]=[CH:27][C:26]=2[N:25]=1.[CH3:37][NH:38][C:39](=[S:42])[NH:40][NH2:41].